The task is: Predict the product of the given reaction.. This data is from Forward reaction prediction with 1.9M reactions from USPTO patents (1976-2016). Given the reactants [Cl:1][C:2]1[C:3]([N:8]2[CH2:13][CH2:12][C:11](=[O:14])[C@H:10]([CH3:15])[CH2:9]2)=[N:4][CH:5]=[CH:6][CH:7]=1.[F:16][C:17]([F:36])([F:35])[S:18](N(C1C=CC=CC=1)[S:18]([C:17]([F:36])([F:35])[F:16])(=[O:20])=[O:19])(=[O:20])=[O:19].C[Si]([N-][Si](C)(C)C)(C)C.[Li+], predict the reaction product. The product is: [F:16][C:17]([F:36])([F:35])[S:18]([O:14][C:11]1[C@H:10]([CH3:15])[CH2:9][N:8]([C:3]2[C:2]([Cl:1])=[CH:7][CH:6]=[CH:5][N:4]=2)[CH2:13][CH:12]=1)(=[O:20])=[O:19].